This data is from Full USPTO retrosynthesis dataset with 1.9M reactions from patents (1976-2016). The task is: Predict the reactants needed to synthesize the given product. Given the product [Cl:5][C:6]1[CH:7]=[C:8]2[C:16](=[C:17]([N+:20]([O-:22])=[O:21])[C:18]=1[O:2][CH3:1])[NH:15][C:14]1[CH:13]=[N:12][CH:11]=[CH:10][C:9]2=1, predict the reactants needed to synthesize it. The reactants are: [CH3:1][OH:2].[H-].[Na+].[Cl:5][C:6]1[CH:7]=[C:8]2[C:16](=[C:17]([N+:20]([O-:22])=[O:21])[C:18]=1F)[NH:15][C:14]1[CH:13]=[N:12][CH:11]=[CH:10][C:9]2=1.O.